Predict the reactants needed to synthesize the given product. From a dataset of Full USPTO retrosynthesis dataset with 1.9M reactions from patents (1976-2016). (1) The reactants are: [C:1]([C:5]1[CH:14]=[CH:13][C:8]([C:9]([O:11][CH3:12])=[O:10])=[C:7]([OH:15])[CH:6]=1)([CH3:4])([CH3:3])[CH3:2].[C:16]([NH:23][CH2:24][CH2:25][CH2:26]Br)([O:18][C:19]([CH3:22])([CH3:21])[CH3:20])=[O:17].[I-].[K+]. Given the product [C:19]([O:18][C:16]([NH:23][CH2:24][CH2:25][CH2:26][O:15][C:7]1[CH:6]=[C:5]([C:1]([CH3:4])([CH3:2])[CH3:3])[CH:14]=[CH:13][C:8]=1[C:9]([O:11][CH3:12])=[O:10])=[O:17])([CH3:22])([CH3:21])[CH3:20], predict the reactants needed to synthesize it. (2) Given the product [F:20][C:16]1[CH:15]=[C:14]([C:7]2[C:6]3[CH:21]=[C:2]([Cl:1])[CH:3]=[CH:4][C:5]=3[CH2:11][S:10](=[O:12])(=[O:13])[N:9]([CH3:22])[N:8]=2)[CH:19]=[CH:18][CH:17]=1, predict the reactants needed to synthesize it. The reactants are: [Cl:1][C:2]1[CH:3]=[CH:4][C:5]2[CH2:11][S:10](=[O:13])(=[O:12])[NH:9][N:8]=[C:7]([C:14]3[CH:19]=[CH:18][CH:17]=[C:16]([F:20])[CH:15]=3)[C:6]=2[CH:21]=1.[CH3:22]I. (3) Given the product [CH:2]1(/[CH:1]=[N:8]/[CH2:15][C:9]2[CH:14]=[CH:13][CH:12]=[CH:11][CH:10]=2)[CH2:7][CH2:6][CH:5]=[CH:4][CH2:3]1, predict the reactants needed to synthesize it. The reactants are: [CH2:1]([NH2:8])[C:2]1[CH:7]=[CH:6][CH:5]=[CH:4][CH:3]=1.[CH:9]1([CH:15]=O)[CH2:14][CH2:13][CH:12]=[CH:11][CH2:10]1. (4) Given the product [NH2:17][C:13]1[CH:12]=[C:11]([C:9]2[N:8]=[C:7]([NH2:20])[N:6]([CH2:5][C:4]3[CH:21]=[CH:22][CH:23]=[CH:24][C:3]=3[O:2][CH3:1])[CH:10]=2)[CH:16]=[CH:15][CH:14]=1, predict the reactants needed to synthesize it. The reactants are: [CH3:1][O:2][C:3]1[CH:24]=[CH:23][CH:22]=[CH:21][C:4]=1[CH2:5][N:6]1[CH:10]=[C:9]([C:11]2[CH:16]=[CH:15][CH:14]=[C:13]([N+:17]([O-])=O)[CH:12]=2)[N:8]=[C:7]1[NH2:20].C(#N)C.NN.C(OC(=O)C)C. (5) Given the product [CH3:13][N:14]([CH3:18])[CH2:15][CH2:16][O:17][C:8]1[C:2]([F:1])=[CH:3][C:4]([N+:10]([O-:12])=[O:11])=[C:5]([NH2:6])[CH:7]=1, predict the reactants needed to synthesize it. The reactants are: [F:1][C:2]1[C:8](F)=[CH:7][C:5]([NH2:6])=[C:4]([N+:10]([O-:12])=[O:11])[CH:3]=1.[CH3:13][N:14]([CH3:18])[CH2:15][CH2:16][OH:17].[H-].[Na+].